Dataset: Forward reaction prediction with 1.9M reactions from USPTO patents (1976-2016). Task: Predict the product of the given reaction. (1) Given the reactants [CH3:1][CH2:2][CH:3]([O:6][C@H:7]1[C@H:12]([NH:13][C:14]([CH3:16])=[O:15])[C@@H:11]([NH2:17])[CH2:10][C:9]([C:18]([O:20][CH2:21][CH3:22])=[O:19])=[CH:8]1)[CH2:4][CH3:5].OP(O)(O)=O.C(N(CC)CC)C.[C:35](=O)([O:41]C(C)(C)C)[O:36][C:37]([CH3:40])([CH3:39])[CH3:38], predict the reaction product. The product is: [C:14]([NH:13][C@@H:12]1[C@@H:11]([NH:17][C:35]([O:36][C:37]([CH3:40])([CH3:39])[CH3:38])=[O:41])[CH2:10][C:9]([C:18]([O:20][CH2:21][CH3:22])=[O:19])=[CH:8][C@H:7]1[O:6][CH:3]([CH2:2][CH3:1])[CH2:4][CH3:5])(=[O:15])[CH3:16]. (2) Given the reactants [NH2:1][CH2:2][C:3]1[CH:4]=[C:5]([C:10]2[CH:15]=[CH:14][CH:13]=[C:12]([CH2:16][N:17]3[CH2:22][CH2:21][N:20](C(OC(C)(C)C)=O)[C@@H:19]([CH3:30])[CH2:18]3)[CH:11]=2)[CH:6]=[CH:7][C:8]=1[F:9].[C:31]([C:34]1[CH:35]=[C:36]([CH:40]=[CH:41][CH:42]=1)[C:37](O)=[O:38])(=[O:33])[CH3:32].CN(C(ON1N=NC2C=CC=NC1=2)=[N+](C)C)C.F[P-](F)(F)(F)(F)F.C(N(C(C)C)CC)(C)C, predict the reaction product. The product is: [C:31]([C:34]1[CH:35]=[C:36]([CH:40]=[CH:41][CH:42]=1)[C:37]([NH:1][CH2:2][C:3]1[CH:4]=[C:5]([C:10]2[CH:15]=[CH:14][CH:13]=[C:12]([CH2:16][N:17]3[CH2:22][CH2:21][NH:20][C@@H:19]([CH3:30])[CH2:18]3)[CH:11]=2)[CH:6]=[CH:7][C:8]=1[F:9])=[O:38])(=[O:33])[CH3:32]. (3) The product is: [C:13]([C:17]1[N:21]=[C:20]([O:9][C:7]2[C:6]([CH3:10])=[CH:5][C:3]([NH2:4])=[C:2]([CH3:1])[CH:8]=2)[S:19][N:18]=1)([CH3:16])([CH3:15])[CH3:14]. Given the reactants [CH3:1][C:2]1[CH:8]=[C:7]([OH:9])[C:6]([CH3:10])=[CH:5][C:3]=1[NH2:4].[H-].[Na+].[C:13]([C:17]1[N:21]=[C:20](Cl)[S:19][N:18]=1)([CH3:16])([CH3:15])[CH3:14].C(OCC)(=O)C, predict the reaction product.